Dataset: Reaction yield outcomes from USPTO patents with 853,638 reactions. Task: Predict the reaction yield, written as a fraction of the theoretical maximum amount of product (1.0 means a 100% yield; for example, 0.34 means a 34% yield). (1) The reactants are [CH3:1][O:2][CH2:3][CH2:4][NH2:5].[CH2:6]([O:8][C:9]([C:11]1[C:16]([Br:17])=[CH:15][N:14]=[C:13](S(C)(=O)=O)[N:12]=1)=[O:10])[CH3:7]. The catalyst is ClCCl. The product is [CH2:6]([O:8][C:9]([C:11]1[C:16]([Br:17])=[CH:15][N:14]=[C:13]([NH:5][CH2:4][CH2:3][O:2][CH3:1])[N:12]=1)=[O:10])[CH3:7]. The yield is 0.890. (2) The reactants are [CH3:1][C:2]1[CH:7]=[CH:6][C:5]([O:8][C:9]2[CH:14]=[CH:13][C:12]([N+:15]([O-])=O)=[CH:11][C:10]=2[CH3:18])=[CH:4][N:3]=1.[H][H]. The catalyst is [Pd].CO. The product is [CH3:18][C:10]1[CH:11]=[C:12]([NH2:15])[CH:13]=[CH:14][C:9]=1[O:8][C:5]1[CH:4]=[N:3][C:2]([CH3:1])=[CH:7][CH:6]=1. The yield is 0.870. (3) The reactants are [CH:1]([C:4]1[CH:9]=[CH:8][C:7]([CH:10]([CH3:13])[C:11]#[N:12])=[CH:6][CH:5]=1)([CH3:3])[CH3:2].B.CSC.[ClH:18]. The catalyst is O1CCCC1.CO. The product is [ClH:18].[CH:1]([C:4]1[CH:5]=[CH:6][C:7]([CH:10]([CH3:13])[CH2:11][NH2:12])=[CH:8][CH:9]=1)([CH3:3])[CH3:2]. The yield is 0.730. (4) The reactants are [CH3:1][C:2]1([CH3:27])[C:7]([C:8]2[CH:13]=[C:12]([C:14](OC)=[O:15])[CH:11]=[CH:10][C:9]=2[C:18]2[CH:23]=[C:22]([O:24][CH3:25])[CH:21]=[CH:20][C:19]=2[F:26])=[CH:6][CH2:5][CH2:4][CH2:3]1.C1COCC1.[H-].[H-].[H-].[H-].[Li+].[Al+3].[OH-].[Na+]. No catalyst specified. The product is [CH3:1][C:2]1([CH3:27])[C:7]([C:8]2[CH:13]=[C:12]([CH2:14][OH:15])[CH:11]=[CH:10][C:9]=2[C:18]2[CH:23]=[C:22]([O:24][CH3:25])[CH:21]=[CH:20][C:19]=2[F:26])=[CH:6][CH2:5][CH2:4][CH2:3]1. The yield is 0.902. (5) The reactants are [O:1]1[CH:5]=[CH:4][CH:3]=[C:2]1[C:6](=O)[CH3:7].[C:9]([O:13][C:14]([N:16]1[CH2:21][CH2:20][CH:19]([NH2:22])[CH2:18][CH2:17]1)=[O:15])([CH3:12])([CH3:11])[CH3:10].C(N(CC)CC)C.C([BH3-])#N.[Na+].[OH-].[Na+]. The catalyst is ClCCl.CO. The product is [C:9]([O:13][C:14]([N:16]1[CH2:21][CH2:20][CH:19]([NH:22][CH:6]([C:2]2[O:1][CH:5]=[CH:4][CH:3]=2)[CH3:7])[CH2:18][CH2:17]1)=[O:15])([CH3:12])([CH3:10])[CH3:11]. The yield is 0.610. (6) The yield is 1.00. No catalyst specified. The product is [S:21]([NH:1][C:2]1[C:3]([C:19]#[N:20])=[C:4]([CH:16]=[CH:17][CH:18]=1)[O:5][CH2:6][C:7]([NH:10][C:11]([NH:13][CH2:14][CH3:15])=[O:12])([CH3:8])[CH3:9])(=[O:24])(=[O:23])[NH2:22]. The reactants are [NH2:1][C:2]1[C:3]([C:19]#[N:20])=[C:4]([CH:16]=[CH:17][CH:18]=1)[O:5][CH2:6][C:7]([NH:10][C:11]([NH:13][CH2:14][CH3:15])=[O:12])([CH3:9])[CH3:8].[S:21](Cl)(=[O:24])(=[O:23])[NH2:22]. (7) The reactants are [F:1][C:2]1[CH:7]=[CH:6][CH:5]=[CH:4][C:3]=1[C:8]1[C:12]([C:13]([OH:15])=O)=[C:11]([CH3:16])[O:10][N:9]=1.Cl.C(N=C=NCCCN(C)C)C.[CH3:29][O:30][C:31]1[CH:36]=[CH:35][CH:34]=[CH:33][C:32]=1[N:37]1[CH2:42][CH2:41][NH:40][CH2:39][CH2:38]1. The catalyst is ClCCl. The product is [F:1][C:2]1[CH:7]=[CH:6][CH:5]=[CH:4][C:3]=1[C:8]1[C:12]([C:13]([N:40]2[CH2:39][CH2:38][N:37]([C:32]3[CH:33]=[CH:34][CH:35]=[CH:36][C:31]=3[O:30][CH3:29])[CH2:42][CH2:41]2)=[O:15])=[C:11]([CH3:16])[O:10][N:9]=1. The yield is 0.730. (8) The reactants are [Cl-].[Ca+2].[Cl-].[CH3:4][C:5]1[CH:13]=[CH:12][C:8]([C:9]([Cl:11])=[O:10])=[CH:7][CH:6]=1.[Br:14]N1C(=O)CCC1=O. The catalyst is C(O)(=O)C.C(Cl)(Cl)(Cl)Cl. The product is [Br:14][CH2:4][C:5]1[CH:13]=[CH:12][C:8]([C:9]([Cl:11])=[O:10])=[CH:7][CH:6]=1. The yield is 0.720. (9) The reactants are [CH3:1][S:2][C:3]1[CH:4]=[C:5]([C:10]2[CH:15]=[CH:14][CH:13]=[CH:12][N:11]=2)[N+:6]([O-])=[CH:7][CH:8]=1.P([C:24]#[N:25])(=O)(OCC)OCC.C(N(CC)CC)C. The catalyst is C(#N)C. The product is [CH3:1][S:2][C:3]1[CH:8]=[C:7]([C:24]#[N:25])[N:6]=[C:5]([C:10]2[CH:15]=[CH:14][CH:13]=[CH:12][N:11]=2)[CH:4]=1. The yield is 0.720. (10) The reactants are C(O[C@H:10]1[C@@:14]([O:16][C:17](=[O:24])[C:18]2[CH:23]=[CH:22][CH:21]=[CH:20][CH:19]=2)([CH3:15])[C@H:13]([O:25][C:26](=[O:33])[C:27]2[CH:32]=[CH:31][CH:30]=[CH:29][CH:28]=2)[C@@H:12]([CH2:34][O:35][C:36](=[O:43])[C:37]2[CH:42]=[CH:41][CH:40]=[CH:39][CH:38]=2)[O:11]1)(=O)C1C=CC=CC=1.[NH2:44][C:45]1[N:53]=[C:52]2[C:48]([NH:49][CH:50]=[N:51]2)=[C:47]([Cl:54])[N:46]=1.CCCCCCC=CCCC.O([Si](C)(C)C)S(C(F)(F)F)(=O)=O.C(=O)(O)[O-].[Na+]. The catalyst is C(#N)C. The product is [C:17]([O:16][C@:14]1([CH3:15])[C@H:13]([O:25][C:26](=[O:33])[C:27]2[CH:32]=[CH:31][CH:30]=[CH:29][CH:28]=2)[C@@H:12]([CH2:34][O:35][C:36](=[O:43])[C:37]2[CH:38]=[CH:39][CH:40]=[CH:41][CH:42]=2)[O:11][C@H:10]1[N:51]1[CH:50]=[N:49][C:48]2[C:52]1=[N:53][C:45]([NH2:44])=[N:46][C:47]=2[Cl:54])(=[O:24])[C:18]1[CH:23]=[CH:22][CH:21]=[CH:20][CH:19]=1. The yield is 0.790.